From a dataset of Full USPTO retrosynthesis dataset with 1.9M reactions from patents (1976-2016). Predict the reactants needed to synthesize the given product. (1) Given the product [OH:16][B:15]1[C@@H:14]([NH:28][C:29](=[O:40])[CH2:30][CH2:31][NH:32][S:33]([C:36]([F:39])([F:37])[F:38])(=[O:34])=[O:35])[CH2:13][C:9]2[CH:10]=[CH:11][CH:12]=[C:7]([C:6]([OH:5])=[O:43])[C:8]=2[O:23]1, predict the reactants needed to synthesize it. The reactants are: C([O:5][C:6](=[O:43])[C:7]1[CH:12]=[CH:11][CH:10]=[C:9]([CH2:13][CH:14]([NH:28][C:29](=[O:40])[CH2:30][CH2:31][NH:32][S:33]([C:36]([F:39])([F:38])[F:37])(=[O:35])=[O:34])[B:15]2[O:23]C3C(C)(C4CC(C3)C4(C)C)[O:16]2)[C:8]=1OC)(C)(C)C.B(Cl)(Cl)Cl. (2) Given the product [F:26][C:23]1[CH:24]=[CH:25][C:20]([C:19]#[C:18][C:16]2[CH:17]=[C:12]([CH:7]=[O:6])[CH:13]=[N:14][CH:15]=2)=[CH:21][CH:22]=1, predict the reactants needed to synthesize it. The reactants are: C([Mg]Cl)(C)C.[O:6]1CCC[CH2:7]1.Br[C:12]1[CH:13]=[N:14][CH:15]=[C:16]([C:18]#[C:19][C:20]2[CH:25]=[CH:24][C:23]([F:26])=[CH:22][CH:21]=2)[CH:17]=1.CN(C)C=O. (3) Given the product [NH2:1][C:2]1[C:7]([Cl:8])=[CH:6][C:5]([C:9]([O:18][C:20](=[O:27])[C:21]2[CH:26]=[CH:25][CH:24]=[CH:23][CH:22]=2)([C:10]([F:11])([F:12])[F:13])[C:14]([F:17])([F:15])[F:16])=[CH:4][C:3]=1[Br:19], predict the reactants needed to synthesize it. The reactants are: [NH2:1][C:2]1[C:7]([Cl:8])=[CH:6][C:5]([C:9]([OH:18])([C:14]([F:17])([F:16])[F:15])[C:10]([F:13])([F:12])[F:11])=[CH:4][C:3]=1[Br:19].[C:20](O)(=[O:27])[C:21]1[CH:26]=[CH:25][CH:24]=[CH:23][CH:22]=1.N1C=CC=CC=1.O=C1N([ClH]P([ClH]N2CCOC2=O)=O)CCO1.